From a dataset of Full USPTO retrosynthesis dataset with 1.9M reactions from patents (1976-2016). Predict the reactants needed to synthesize the given product. (1) Given the product [ClH:30].[ClH:30].[OH:21][CH:18]1[CH2:19][C:20]2[C:11]([NH:10][C:9]([NH2:22])=[NH:8])=[CH:12][CH:13]=[CH:14][C:15]=2[CH2:16][CH2:17]1, predict the reactants needed to synthesize it. The reactants are: C(OC([N:8]=[C:9]([NH:22]C(OC(C)(C)C)=O)[NH:10][C:11]1[C:20]2[CH2:19][CH:18]([OH:21])[CH2:17][CH2:16][C:15]=2[CH:14]=[CH:13][CH:12]=1)=O)(C)(C)C.[ClH:30]. (2) Given the product [Si:5]([O:6][CH2:7][CH2:8][N:9]([C:40]#[N:39])[C:10]1[CH:11]=[CH:12][C:13]([NH:16][C:17]([C:19]2[CH:24]=[C:23]([C:25]#[N:26])[C:22]([CH3:27])=[CH:21][C:20]=2[NH:28][C:29]([C:31]2[S:32][C:33]([Cl:36])=[CH:34][CH:35]=2)=[O:30])=[O:18])=[CH:14][CH:15]=1)([C:1]([CH3:2])([CH3:4])[CH3:3])([CH3:38])[CH3:37], predict the reactants needed to synthesize it. The reactants are: [C:1]([Si:5]([CH3:38])([CH3:37])[O:6][CH2:7][CH2:8][NH:9][C:10]1[CH:15]=[CH:14][C:13]([NH:16][C:17]([C:19]2[CH:24]=[C:23]([C:25]#[N:26])[C:22]([CH3:27])=[CH:21][C:20]=2[NH:28][C:29]([C:31]2[S:32][C:33]([Cl:36])=[CH:34][CH:35]=2)=[O:30])=[O:18])=[CH:12][CH:11]=1)([CH3:4])([CH3:3])[CH3:2].[N:39]#[C:40]Br.C(=O)(O)[O-].[Na+]. (3) Given the product [Br:15][CH2:16][C:17]([N:4]1[CH2:3][CH2:2][N:1]([C:7]2[N:14]=[CH:13][CH:12]=[CH:11][C:8]=2[C:9]#[N:10])[CH2:6][CH2:5]1)=[O:18], predict the reactants needed to synthesize it. The reactants are: [N:1]1([C:7]2[N:14]=[CH:13][CH:12]=[CH:11][C:8]=2[C:9]#[N:10])[CH2:6][CH2:5][NH:4][CH2:3][CH2:2]1.[Br:15][CH2:16][C:17](Br)=[O:18].ClCCl.C(N(CC)CC)C.